This data is from Reaction yield outcomes from USPTO patents with 853,638 reactions. The task is: Predict the reaction yield, written as a fraction of the theoretical maximum amount of product (1.0 means a 100% yield; for example, 0.34 means a 34% yield). (1) The reactants are [CH2:1]([O:8][C:9](=[O:17])[NH:10][CH:11]([CH2:14][O:15][CH3:16])[CH2:12][CH3:13])[C:2]1[CH:7]=[CH:6][CH:5]=[CH:4][CH:3]=1.[CH3:18]I.[H-].[Na+]. The catalyst is C1COCC1.CN(C=O)C. The product is [CH2:1]([O:8][C:9](=[O:17])[N:10]([CH:11]([CH2:14][O:15][CH3:16])[CH2:12][CH3:13])[CH3:18])[C:2]1[CH:7]=[CH:6][CH:5]=[CH:4][CH:3]=1. The yield is 0.940. (2) The reactants are [CH3:1][C:2]([O:9][CH:10]1[CH2:15][CH2:14][CH2:13][CH2:12][O:11]1)([CH3:8])[C:3]([O:5]CC)=[O:4].[OH-].[Li+]. The catalyst is O1CCCC1.CO.O. The product is [CH3:8][C:2]([O:9][CH:10]1[CH2:15][CH2:14][CH2:13][CH2:12][O:11]1)([CH3:1])[C:3]([OH:5])=[O:4]. The yield is 0.960. (3) The reactants are [F:1][C:2]([F:7])([F:6])[CH2:3][CH2:4][OH:5].Cl[C:9]1[N:10]=[C:11]([OH:19])[C:12]2[CH:18]=[CH:17][N:16]=[CH:15][C:13]=2[N:14]=1. No catalyst specified. The product is [F:1][C:2]([F:7])([F:6])[CH2:3][CH2:4][O:5][C:9]1[N:10]=[C:11]([OH:19])[C:12]2[CH:18]=[CH:17][N:16]=[CH:15][C:13]=2[N:14]=1. The yield is 0.500. (4) No catalyst specified. The reactants are C[N:2](C)[C:3]1C=CC=[CH:5][CH:4]=1.[C:10]([C:14]1[CH:15]=[C:16]2[C:25](=[CH:26][CH:27]=1)[O:24][C:23]1N(C)C(=O)C=C[C:18]=1[C:17]2=[O:30])([CH3:13])([CH3:12])[CH3:11].O.O=P(Cl)(Cl)[Cl:34]. The yield is 0.490. The product is [C:10]([C:14]1[CH:15]=[C:16]2[C:25]([O:24][C:23]3[CH:5]=[CH:4][C:3]([Cl:34])=[N:2][C:18]=3[C:17]2=[O:30])=[CH:26][CH:27]=1)([CH3:11])([CH3:12])[CH3:13]. (5) The reactants are C(OC(=O)[N:7]([C:15]1[CH:20]=[N:19][C:18](I)=[C:17]([Cl:22])[N:16]=1)[CH2:8][CH:9]1[CH2:14][CH2:13][O:12][CH2:11][CH2:10]1)(C)(C)C.Cl[C:25]([F:31])([F:30])C(OC)=O.[F-:32].[K+]. The catalyst is CN(C=O)C.[Cu]I. The product is [Cl:22][C:17]1[N:16]=[C:15]([NH:7][CH2:8][CH:9]2[CH2:14][CH2:13][O:12][CH2:11][CH2:10]2)[CH:20]=[N:19][C:18]=1[C:25]([F:31])([F:32])[F:30]. The yield is 0.550. (6) The reactants are [ClH:1].[CH3:2][O:3][C:4](=[O:29])[C@@H:5]([NH:21]C(OC(C)(C)C)=O)[CH2:6][C:7]1[CH:12]=[CH:11][C:10]([C:13]2[CH:18]=[CH:17][CH:16]=[CH:15][C:14]=2[C:19]#[N:20])=[CH:9][CH:8]=1. The catalyst is O1CCOCC1. The product is [ClH:1].[CH3:2][O:3][C:4](=[O:29])[C@@H:5]([NH2:21])[CH2:6][C:7]1[CH:12]=[CH:11][C:10]([C:13]2[CH:18]=[CH:17][CH:16]=[CH:15][C:14]=2[C:19]#[N:20])=[CH:9][CH:8]=1. The yield is 0.990. (7) The product is [Cl:1][C:2]1[CH:7]=[C:6]([N+:8]([O-:10])=[O:9])[CH:5]=[CH:4][C:3]=1[O:11][CH2:16][C:15]1[CH:18]=[CH:19][CH:20]=[C:13]([F:12])[CH:14]=1. The reactants are [Cl:1][C:2]1[CH:7]=[C:6]([N+:8]([O-:10])=[O:9])[CH:5]=[CH:4][C:3]=1[OH:11].[F:12][C:13]1[CH:14]=[C:15]([CH:18]=[CH:19][CH:20]=1)[CH2:16]Br. No catalyst specified. The yield is 0.840. (8) The reactants are C(OC(=O)C([N:12]1[CH2:19][CH:18]2[CH2:20][CH:14]([C:15]3[N:16]([C:21](=[O:31])[C:22]([OH:30])=[C:23]([C:25]([O:27][CH2:28][CH3:29])=[O:26])[N:24]=3)[CH2:17]2)[CH2:13]1)=CC(OCC)=O)C.FC(F)(F)C(O)=O. The catalyst is C(#N)C. The product is [OH:30][C:22]1[C:21](=[O:31])[N:16]2[CH2:17][CH:18]3[CH2:20][CH:14]([C:15]2=[N:24][C:23]=1[C:25]([O:27][CH2:28][CH3:29])=[O:26])[CH2:13][NH:12][CH2:19]3. The yield is 0.900. (9) The product is [N:7]([C:6]1[CH:8]=[CH:9][C:3]([O:2][CH3:1])=[CH:4][C:5]=1[S:10][CH3:11])=[C:12]=[O:13]. The yield is 0.970. The reactants are [CH3:1][O:2][C:3]1[CH:9]=[CH:8][C:6]([NH2:7])=[C:5]([S:10][CH3:11])[CH:4]=1.[C:12](Cl)(Cl)=[O:13]. The catalyst is CCOC(C)=O. (10) The reactants are Br[C:2]1[CH:3]=[CH:4][C:5]([CH3:34])=[C:6]([NH:8][C:9](=[O:33])[C:10]2[CH:15]=[CH:14][C:13]([NH:16][C:17]3[N:26]=[C:25]([C:27]4[CH:32]=[CH:31][CH:30]=[CH:29][CH:28]=4)[C:24]4[C:19](=[CH:20][CH:21]=[CH:22][CH:23]=4)[N:18]=3)=[CH:12][CH:11]=2)[CH:7]=1.C(=O)([O-])[O-].[Cs+].[Cs+].[NH:41]1[CH:45]=[CH:44][N:43]=[CH:42]1. The catalyst is CN(C)C=O.[Cu]I. The product is [N:41]1([C:2]2[CH:3]=[CH:4][C:5]([CH3:34])=[C:6]([NH:8][C:9](=[O:33])[C:10]3[CH:15]=[CH:14][C:13]([NH:16][C:17]4[N:26]=[C:25]([C:27]5[CH:32]=[CH:31][CH:30]=[CH:29][CH:28]=5)[C:24]5[C:19](=[CH:20][CH:21]=[CH:22][CH:23]=5)[N:18]=4)=[CH:12][CH:11]=3)[CH:7]=2)[CH:45]=[CH:44][N:43]=[CH:42]1. The yield is 0.160.